Dataset: Forward reaction prediction with 1.9M reactions from USPTO patents (1976-2016). Task: Predict the product of the given reaction. (1) The product is: [Cl:33][C:34]1[CH:39]=[CH:38][C:37]([C:40]2[CH2:45][CH2:44][N:43]([CH2:2][C:3]3[CH:14]=[N:13][C:6]4[N:7]([CH3:12])[CH2:8][C:9](=[O:11])[NH:10][C:5]=4[CH:4]=3)[CH2:42][CH:41]=2)=[CH:36][CH:35]=1. Given the reactants O[CH2:2][C:3]1[CH:14]=[N:13][C:6]2[N:7]([CH3:12])[CH2:8][C:9](=[O:11])[NH:10][C:5]=2[CH:4]=1.[I-].C(C[P+](C)(C)C)#N.C(N(C(C)C)C(C)C)C.Cl.[Cl:33][C:34]1[CH:39]=[CH:38][C:37]([C:40]2[CH2:41][CH2:42][NH:43][CH2:44][CH:45]=2)=[CH:36][CH:35]=1, predict the reaction product. (2) Given the reactants [Cl:1][C:2]1[N:6]2[CH:7]=[C:8]([C:15]3[CH:19]=[CH:18][O:17][CH:16]=3)[CH:9]=[C:10]([C:11]([F:14])([F:13])[F:12])[C:5]2=[N:4][C:3]=1[C:20](O)=[O:21].[OH:23][C@H:24]1[C@H:29](N2CCOC2=O)[CH2:28][CH2:27][NH:26][CH2:25]1.CN(C([O:43]N1N=NC2C=CC=NC1=2)=[N+](C)C)C.F[P-](F)(F)(F)(F)F.[CH3:60][CH2:61][N:62]([CH:66](C)C)C(C)C.[Li+].[Cl-], predict the reaction product. The product is: [Cl:1][C:2]1[N:6]2[CH:7]=[C:8]([C:15]3[CH:19]=[CH:18][O:17][CH:16]=3)[CH:9]=[C:10]([C:11]([F:13])([F:14])[F:12])[C:5]2=[N:4][C:3]=1[C:20]([N:26]1[CH2:27][CH2:28][CH:29]([CH:66]2[NH:62][CH2:61][CH2:60][O:43]2)[CH:24]([OH:23])[CH2:25]1)=[O:21].